This data is from Catalyst prediction with 721,799 reactions and 888 catalyst types from USPTO. The task is: Predict which catalyst facilitates the given reaction. (1) Reactant: [CH2:1]([O:3][C:4]1[CH:5]=[C:6]([C:16]2[CH:21]=[CH:20][C:19]([N:22]([CH3:48])[CH2:23][CH2:24][N:25]([C:27]3[CH:28]=[CH:29][C:30]([C:33]4[CH:38]=[C:37]([O:39][CH2:40][CH3:41])[C:36]([O:42][CH2:43][CH3:44])=[C:35]([O:45][CH2:46][CH3:47])[CH:34]=4)=[N:31][CH:32]=3)[CH3:26])=[CH:18][N:17]=2)[CH:7]=[C:8]([O:13][CH2:14][CH3:15])[C:9]=1[O:10][CH2:11][CH3:12])[CH3:2].[CH3:49][S:50]([OH:53])(=[O:52])=[O:51]. Product: [CH3:49][S:50]([OH:53])(=[O:52])=[O:51].[CH3:49][S:50]([OH:53])(=[O:52])=[O:51].[CH2:46]([O:45][C:35]1[CH:34]=[C:33]([C:30]2[CH:29]=[CH:28][C:27]([N:25]([CH3:26])[CH2:24][CH2:23][N:22]([C:19]3[CH:20]=[CH:21][C:16]([C:6]4[CH:7]=[C:8]([O:13][CH2:14][CH3:15])[C:9]([O:10][CH2:11][CH3:12])=[C:4]([O:3][CH2:1][CH3:2])[CH:5]=4)=[N:17][CH:18]=3)[CH3:48])=[CH:32][N:31]=2)[CH:38]=[C:37]([O:39][CH2:40][CH3:41])[C:36]=1[O:42][CH2:43][CH3:44])[CH3:47]. The catalyst class is: 5. (2) Product: [C:12]([O:11][C:9]([N:5]([CH2:4][C:3]([OH:16])=[O:2])[CH:6]([CH3:8])[CH3:7])=[O:10])([CH3:13])([CH3:15])[CH3:14]. Reactant: C[O:2][C:3](=[O:16])[CH2:4][N:5]([C:9]([O:11][C:12]([CH3:15])([CH3:14])[CH3:13])=[O:10])[CH:6]([CH3:8])[CH3:7]. The catalyst class is: 5.